From a dataset of Full USPTO retrosynthesis dataset with 1.9M reactions from patents (1976-2016). Predict the reactants needed to synthesize the given product. (1) Given the product [NH2:1][C:4]1[CH:13]=[C:12]2[C:7]([CH2:8][CH2:9][O:10][C:11]2=[O:14])=[CH:6][CH:5]=1, predict the reactants needed to synthesize it. The reactants are: [N+:1]([C:4]1[CH:13]=[C:12]2[C:7]([CH2:8][CH2:9][O:10][C:11]2=[O:14])=[CH:6][CH:5]=1)([O-])=O.[H][H]. (2) Given the product [F:24][C:18]1[CH:19]=[CH:20][CH:21]=[C:22]([F:23])[C:17]=1[C:14]1[CH:15]=[C:16]2[C:11](=[CH:12][CH:13]=1)[N:10]([CH:25]1[CH2:30][CH2:29][CH2:28][CH2:27][O:26]1)[N:9]=[C:8]2[C:6]1[N:7]=[C:2]([N:77]([CH3:76])[CH:78]2[CH2:79][CH2:80][N:81]([C:84]([O:86][C:87]([CH3:89])([CH3:88])[CH3:90])=[O:85])[CH2:82][CH2:83]2)[CH:3]=[N:4][CH:5]=1, predict the reactants needed to synthesize it. The reactants are: Cl[C:2]1[N:7]=[C:6]([C:8]2[C:16]3[C:11](=[CH:12][CH:13]=[C:14]([C:17]4[C:22]([F:23])=[CH:21][CH:20]=[CH:19][C:18]=4[F:24])[CH:15]=3)[N:10]([CH:25]3[CH2:30][CH2:29][CH2:28][CH2:27][O:26]3)[N:9]=2)[CH:5]=[N:4][CH:3]=1.C1(P(C2CCCCC2)C2C=CC=CC=2C2C(OC(C)C)=CC=CC=2OC(C)C)CCCCC1.COC(C)(C)C.CC(C)([O-])C.[Na+].[CH3:76][NH:77][CH:78]1[CH2:83][CH2:82][N:81]([C:84]([O:86][C:87]([CH3:90])([CH3:89])[CH3:88])=[O:85])[CH2:80][CH2:79]1.